This data is from Catalyst prediction with 721,799 reactions and 888 catalyst types from USPTO. The task is: Predict which catalyst facilitates the given reaction. (1) The catalyst class is: 7. Product: [F:1][C:2]1[CH:7]=[CH:6][C:5]([O:8][CH3:9])=[CH:4][C:3]=1[C:10]1[N:11]=[CH:12][C:13]([CH2:19][OH:20])=[N:14][C:15]=1[CH:16]([CH3:17])[CH3:18]. Reactant: [F:1][C:2]1[CH:7]=[CH:6][C:5]([O:8][CH3:9])=[CH:4][C:3]=1[C:10]1[N:11]=[CH:12][C:13]([C:19](OC)=[O:20])=[N:14][C:15]=1[CH:16]([CH3:18])[CH3:17].[H-].[H-].[H-].[H-].[Li+].[Al+3]. (2) Reactant: [CH:1]1([C:4]2[CH:5]=[C:6]([C:17](O)=[O:18])C3C=NN(CC(C)C)C=3[N:9]=2)[CH2:3][CH2:2]1.[NH2:20][CH2:21][C:22]1[C:23](=[O:30])[NH:24][C:25]([CH3:29])=[CH:26][C:27]=1[CH3:28].O[N:32]1[C:36]2N=CC=C[C:35]=2N=N1.[CH2:41](Cl)CCl.C[N:46]1[CH2:51][CH2:50]O[CH2:48][CH2:47]1. The catalyst class is: 16. Product: [CH:1]1([C:4]2[CH:5]=[C:6]([C:17]([NH:20][CH2:21][C:22]3[C:23](=[O:30])[NH:24][C:25]([CH3:29])=[CH:26][C:27]=3[CH3:28])=[O:18])[C:50]3[C:36]([CH3:35])=[N:32][N:46]([CH:47]([CH3:48])[CH3:41])[C:51]=3[N:9]=2)[CH2:3][CH2:2]1. (3) Reactant: [C:12]([O:11][C:9](O[C:9]([O:11][C:12]([CH3:15])([CH3:14])[CH3:13])=[O:10])=[O:10])([CH3:15])([CH3:14])[CH3:13].[NH2:16][C:17]([C:21]1[CH:26]=[CH:25][CH:24]=[C:23]([Br:27])[CH:22]=1)([CH3:20])[CH2:18][OH:19].C([O-])(O)=O.[Na+].OS([O-])(=O)=O.[K+]. Product: [C:12]([O:11][C:9](=[O:10])[NH:16][C:17]([C:21]1[CH:26]=[CH:25][CH:24]=[C:23]([Br:27])[CH:22]=1)([CH3:20])[CH2:18][OH:19])([CH3:13])([CH3:14])[CH3:15]. The catalyst class is: 1.